From a dataset of Catalyst prediction with 721,799 reactions and 888 catalyst types from USPTO. Predict which catalyst facilitates the given reaction. (1) Reactant: CN(C)C=O.Cl[C:7]1[C:8]([C:14]([NH:16][C:17]2[CH:21]=[CH:20][N:19]([CH3:22])[N:18]=2)=[O:15])=[N:9][C:10]([Cl:13])=[CH:11][CH:12]=1.[OH:23][C:24]1[CH:29]=[CH:28][C:27]([SH:30])=[CH:26][CH:25]=1.C(=O)([O-])[O-].[K+].[K+]. Product: [Cl:13][C:10]1[N:9]=[C:8]([C:14]([NH:16][C:17]2[CH:21]=[CH:20][N:19]([CH3:22])[N:18]=2)=[O:15])[C:7]([S:30][C:27]2[CH:28]=[CH:29][C:24]([OH:23])=[CH:25][CH:26]=2)=[CH:12][CH:11]=1. The catalyst class is: 22. (2) Reactant: [S:1]1[CH:5]=[CH:4][N:3]=[CH:2]1.C([Li])CCC.[C:11]1(=[O:15])[CH2:14][CH2:13][CH2:12]1.[CH2:16]([Sn:20](Cl)([CH2:25][CH2:26][CH2:27][CH3:28])[CH2:21][CH2:22][CH2:23][CH3:24])[CH2:17][CH2:18][CH3:19]. Product: [CH2:25]([Sn:20]([CH2:16][CH2:17][CH2:18][CH3:19])([CH2:21][CH2:22][CH2:23][CH3:24])[C:5]1[S:1][C:2]([C:11]2([OH:15])[CH2:14][CH2:13][CH2:12]2)=[N:3][CH:4]=1)[CH2:26][CH2:27][CH3:28]. The catalyst class is: 7.